This data is from Peptide-MHC class I binding affinity with 185,985 pairs from IEDB/IMGT. The task is: Regression. Given a peptide amino acid sequence and an MHC pseudo amino acid sequence, predict their binding affinity value. This is MHC class I binding data. (1) The peptide sequence is VGNVRVKF. The MHC is Mamu-B52 with pseudo-sequence Mamu-B52. The binding affinity (normalized) is 0.320. (2) The peptide sequence is FSPRLCRPF. The MHC is HLA-B15:01 with pseudo-sequence HLA-B15:01. The binding affinity (normalized) is 0.465. (3) The peptide sequence is ALVCYIVMPV. The MHC is Mamu-B01 with pseudo-sequence Mamu-B01. The binding affinity (normalized) is 0. (4) The peptide sequence is ELESLSKRER. The MHC is HLA-A03:01 with pseudo-sequence HLA-A03:01. The binding affinity (normalized) is 0.